This data is from Forward reaction prediction with 1.9M reactions from USPTO patents (1976-2016). The task is: Predict the product of the given reaction. (1) Given the reactants [N:1]1([CH2:6][CH2:7][CH2:8][CH2:9][C:10]2[CH:25]=[CH:24][C:13]([O:14][CH2:15][C:16]3[O:17][CH:18]=[C:19]([C:21]([OH:23])=O)[N:20]=3)=[CH:12][CH:11]=2)[CH:5]=[CH:4][N:3]=[N:2]1.[F:26][C:27]1[CH:32]=[CH:31][C:30]([NH2:33])=[CH:29][C:28]=1[CH3:34], predict the reaction product. The product is: [F:26][C:27]1[CH:32]=[CH:31][C:30]([NH:33][C:21]([C:19]2[N:20]=[C:16]([CH2:15][O:14][C:13]3[CH:12]=[CH:11][C:10]([CH2:9][CH2:8][CH2:7][CH2:6][N:1]4[CH:5]=[CH:4][N:3]=[N:2]4)=[CH:25][CH:24]=3)[O:17][CH:18]=2)=[O:23])=[CH:29][C:28]=1[CH3:34]. (2) Given the reactants Cl.[O:2]([NH2:4])[CH3:3].[NH2:5][C:6]1[C:15]2[N:16]=[C:17]([CH2:25][CH2:26][CH2:27][CH3:28])[N:18]([CH2:19][CH2:20][CH2:21][C:22](=O)[CH3:23])[C:14]=2[C:13]2[N:12]=[CH:11][CH:10]=[CH:9][C:8]=2[N:7]=1, predict the reaction product. The product is: [CH3:3][O:2][N:4]=[C:22]([CH2:21][CH2:20][CH2:19][N:18]1[C:14]2[C:13]3[N:12]=[CH:11][CH:10]=[CH:9][C:8]=3[N:7]=[C:6]([NH2:5])[C:15]=2[N:16]=[C:17]1[CH2:25][CH2:26][CH2:27][CH3:28])[CH3:23]. (3) Given the reactants Cl[C:2]1[CH:7]=[N:6][CH:5]=[C:4]([Cl:8])[N:3]=1.[S:9]1[CH:13]=[CH:12][C:11](B(O)O)=[CH:10]1.C([O-])([O-])=O.[Na+].[Na+], predict the reaction product. The product is: [Cl:8][C:4]1[CH:5]=[N:6][CH:7]=[C:2]([C:11]2[CH:12]=[CH:13][S:9][CH:10]=2)[N:3]=1. (4) Given the reactants [Cl:1][C:2]1[CH:7]=[C:6]([Cl:8])[CH:5]=[CH:4][C:3]=1[C:9]1[NH:14][C:13](=O)C(C(O)=O)=[CH:11][C:10]=1[C:19]1[CH:24]=[CH:23][C:22]([Cl:25])=[CH:21][CH:20]=1.CN(C=O)C.[C:31](Cl)(=O)[C:32]([Cl:34])=[O:33].C(Cl)[Cl:38], predict the reaction product. The product is: [Cl:38][C:13]1[C:31]([C:32]([Cl:34])=[O:33])=[CH:11][C:10]([C:19]2[CH:24]=[CH:23][C:22]([Cl:25])=[CH:21][CH:20]=2)=[C:9]([C:3]2[CH:4]=[CH:5][C:6]([Cl:8])=[CH:7][C:2]=2[Cl:1])[N:14]=1. (5) Given the reactants [CH3:1][O:2][C:3](=[O:19])[CH:4]([NH:8][C:9](=[O:18])[C:10]1[C:15]([Cl:16])=[CH:14][CH:13]=[CH:12][C:11]=1[Cl:17])[CH2:5][CH:6]=[CH2:7].I[C:21]1[CH:35]=[CH:34][C:24]([O:25][C:26]2[N:31]=[C:30]([O:32][CH3:33])[CH:29]=[CH:28][N:27]=2)=[CH:23][CH:22]=1, predict the reaction product. The product is: [CH3:1][O:2][C:3](=[O:19])[CH:4]([NH:8][C:9](=[O:18])[C:10]1[C:11]([Cl:17])=[CH:12][CH:13]=[CH:14][C:15]=1[Cl:16])[CH2:5]/[CH:6]=[CH:7]/[C:21]1[CH:22]=[CH:23][C:24]([O:25][C:26]2[N:31]=[C:30]([O:32][CH3:33])[CH:29]=[CH:28][N:27]=2)=[CH:34][CH:35]=1. (6) Given the reactants Br[C:2]1[CH:3]=[C:4]([CH:6]=[CH:7][CH:8]=1)[NH2:5].[CH3:9][CH2:10]O.C([O-])([O-])=O.[Na+].[Na+].CC1(C)C(C)(C)OBO1.[NH:27]1[CH:31]=C[CH:29]=[N:28]1, predict the reaction product. The product is: [CH3:29][N:28]1[CH:10]=[C:9]([C:2]2[CH:3]=[C:4]([CH:6]=[CH:7][CH:8]=2)[NH2:5])[CH:31]=[N:27]1. (7) Given the reactants F[C:2]1[CH:7]=[CH:6][C:5]([C:8](=[O:11])[CH2:9][OH:10])=[CH:4][C:3]=1[C:12]([F:15])([F:14])[F:13].[CH:16]([C:19]1[CH:24]=[CH:23][CH:22]=[CH:21][C:20]=1[SH:25])([CH3:18])[CH3:17].C([O-])([O-])=O.[Cs+].[Cs+].CCOC(C)=O, predict the reaction product. The product is: [OH:10][CH2:9][C:8]([C:5]1[CH:6]=[CH:7][C:2]([S:25][C:20]2[CH:21]=[CH:22][CH:23]=[CH:24][C:19]=2[CH:16]([CH3:18])[CH3:17])=[C:3]([C:12]([F:15])([F:14])[F:13])[CH:4]=1)=[O:11].